From a dataset of Forward reaction prediction with 1.9M reactions from USPTO patents (1976-2016). Predict the product of the given reaction. (1) The product is: [F:28][C:19]1[CH:18]=[C:17]([NH:16][S:13]([C:10]2[CH:11]=[CH:12][C:7]([CH:4]3[CH2:5][CH2:6][O:1][CH2:2][CH2:3]3)=[CH:8][CH:9]=2)(=[O:14])=[O:15])[C:26]([F:27])=[CH:25][C:20]=1[C:21]([OH:23])=[O:22]. Given the reactants [O:1]1[CH2:6][CH:5]=[C:4]([C:7]2[CH:12]=[CH:11][C:10]([S:13]([NH:16][C:17]3[C:26]([F:27])=[CH:25][C:20]([C:21]([O:23]C)=[O:22])=[C:19]([F:28])[CH:18]=3)(=[O:15])=[O:14])=[CH:9][CH:8]=2)[CH2:3][CH2:2]1.[H][H].Cl, predict the reaction product. (2) Given the reactants [NH2:1][CH2:2][C:3]([C:6]1[CH:11]=[CH:10][C:9]([NH:12][C:13](=[O:24])[C:14]2[CH:19]=[CH:18][C:17]([O:20][CH3:21])=[C:16]([O:22][CH3:23])[CH:15]=2)=[CH:8][C:7]=1[CH2:25][CH3:26])([CH3:5])[CH3:4].[N:27]1[C:35]2[C:30](=[N:31][CH:32]=[C:33]([C:36](O)=[O:37])[CH:34]=2)[NH:29][CH:28]=1.C1C=CC2N(O)N=NC=2C=1.C(Cl)CCl, predict the reaction product. The product is: [CH3:23][O:22][C:16]1[CH:15]=[C:14]([CH:19]=[CH:18][C:17]=1[O:20][CH3:21])[C:13]([NH:12][C:9]1[CH:10]=[CH:11][C:6]([C:3]([CH3:5])([CH3:4])[CH2:2][NH:1][C:36]([C:33]2[CH:34]=[C:35]3[N:27]=[CH:28][NH:29][C:30]3=[N:31][CH:32]=2)=[O:37])=[C:7]([CH2:25][CH3:26])[CH:8]=1)=[O:24].